From a dataset of Catalyst prediction with 721,799 reactions and 888 catalyst types from USPTO. Predict which catalyst facilitates the given reaction. (1) The catalyst class is: 5. Product: [CH3:51][S:52]([O-:55])(=[O:54])=[O:53].[F:50][CH:48]1[CH2:47][NH+:46]([CH2:45][C:11]2[N:6]3[C:7]4[CH:8]=[CH:9][CH:10]=[C:2]([F:1])[C:3]=4[CH:4]=[C:5]3[C:14]3[N:15]=[C:16]([C:19]4[C:20]([N:39]([CH3:44])[S:40]([CH3:43])(=[O:41])=[O:42])=[CH:21][C:22]5[O:26][C:25]([C:27]6[CH:28]=[CH:29][C:30]([F:33])=[CH:31][CH:32]=6)=[C:24]([C:34](=[O:35])[NH:36][CH3:37])[C:23]=5[CH:38]=4)[CH:17]=[CH:18][C:13]=3[N:12]=2)[CH2:49]1. Reactant: [F:1][C:2]1[C:3]2[CH:4]=[C:5]3[C:14]4[N:15]=[C:16]([C:19]5[C:20]([N:39]([CH3:44])[S:40]([CH3:43])(=[O:42])=[O:41])=[CH:21][C:22]6[O:26][C:25]([C:27]7[CH:32]=[CH:31][C:30]([F:33])=[CH:29][CH:28]=7)=[C:24]([C:34]([NH:36][CH3:37])=[O:35])[C:23]=6[CH:38]=5)[CH:17]=[CH:18][C:13]=4[N:12]=[C:11]([CH2:45][N:46]4[CH2:49][CH:48]([F:50])[CH2:47]4)[N:6]3[C:7]=2[CH:8]=[CH:9][CH:10]=1.[CH3:51][S:52]([OH:55])(=[O:54])=[O:53].C(OCC)C. (2) Reactant: [F:1][C:2]1[CH:7]=[CH:6][C:5]([F:8])=[CH:4][C:3]=1[C@H:9]1[CH2:13][CH2:12][CH2:11][N:10]1[C:14]1[CH:19]=[CH:18][N:17]2[N:20]=[CH:21][C:22]([NH2:23])=[C:16]2[N:15]=1.[F:24][C:25]1[CH:30]=[CH:29][C:28]([N:31]=[C:32]=[O:33])=[CH:27][CH:26]=1.CCN(C(C)C)C(C)C. Product: [F:1][C:2]1[CH:7]=[CH:6][C:5]([F:8])=[CH:4][C:3]=1[C@H:9]1[CH2:13][CH2:12][CH2:11][N:10]1[C:14]1[CH:19]=[CH:18][N:17]2[N:20]=[CH:21][C:22]([NH:23][C:32]([NH:31][C:28]3[CH:29]=[CH:30][C:25]([F:24])=[CH:26][CH:27]=3)=[O:33])=[C:16]2[N:15]=1. The catalyst class is: 2. (3) Reactant: [Li]CCCC.CCCCCC.Br[C:13]1[CH:14]=[C:15]([CH:18]2[O:22][CH2:21][CH2:20][O:19]2)[S:16][CH:17]=1.[Si:23]([O:30][CH2:31][CH2:32][CH2:33][C:34]([C:36]1[CH:41]=[CH:40][CH:39]=[CH:38][CH:37]=1)=[O:35])([C:26]([CH3:29])([CH3:28])[CH3:27])([CH3:25])[CH3:24]. Product: [Si:23]([O:30][CH2:31][CH2:32][CH2:33][C:34]([C:13]1[CH:14]=[C:15]([CH:18]2[O:22][CH2:21][CH2:20][O:19]2)[S:16][CH:17]=1)([C:36]1[CH:37]=[CH:38][CH:39]=[CH:40][CH:41]=1)[OH:35])([C:26]([CH3:29])([CH3:28])[CH3:27])([CH3:25])[CH3:24]. The catalyst class is: 1. (4) Reactant: [F:1][C:2]1[CH:7]=[C:6](I)[CH:5]=[CH:4][C:3]=1[N:9]1[CH2:13][CH2:12][C@H:11]([NH:14][S:15]([C:18]2[CH:27]=[CH:26][C:25]3[C:20](=[CH:21][CH:22]=[C:23]([Cl:28])[CH:24]=3)[CH:19]=2)(=[O:17])=[O:16])[C:10]1=[O:29].[NH2:30][C:31]([C:33]1[CH:34]=[C:35](B(O)O)[CH:36]=[CH:37][CH:38]=1)=[O:32].C(=O)([O-])[O-].[Na+].[Na+]. Product: [Cl:28][C:23]1[CH:24]=[C:25]2[C:20](=[CH:21][CH:22]=1)[CH:19]=[C:18]([S:15]([NH:14][C@H:11]1[CH2:12][CH2:13][N:9]([C:3]3[CH:4]=[CH:5][C:6]([C:37]4[CH:36]=[CH:35][CH:34]=[C:33]([C:31]([NH2:30])=[O:32])[CH:38]=4)=[CH:7][C:2]=3[F:1])[C:10]1=[O:29])(=[O:17])=[O:16])[CH:27]=[CH:26]2. The catalyst class is: 104. (5) Reactant: [Br:1][C:2]1[CH:3]=[C:4]([CH:17]=[CH:18][CH:19]=1)[NH:5][C:6]1[C:7]2[CH:15]=[C:14](F)[N:13]=[CH:12][C:8]=2[N:9]=[CH:10][N:11]=1.[CH3:20][O-:21].[Na+]. Product: [Br:1][C:2]1[CH:3]=[C:4]([CH:17]=[CH:18][CH:19]=1)[NH:5][C:6]1[C:7]2[CH:15]=[C:14]([O:21][CH3:20])[N:13]=[CH:12][C:8]=2[N:9]=[CH:10][N:11]=1. The catalyst class is: 5.